Dataset: Full USPTO retrosynthesis dataset with 1.9M reactions from patents (1976-2016). Task: Predict the reactants needed to synthesize the given product. Given the product [C:1]([O:5][C:6]([N:8]1[CH2:11][C:10]2([CH2:14][CH:13]([NH:15][C:16]3[C:21]([C:28]4[CH:27]=[N:26][N:25]([CH3:24])[CH:29]=4)=[CH:20][N:19]=[C:18]([Cl:23])[N:17]=3)[CH2:12]2)[CH2:9]1)=[O:7])([CH3:4])([CH3:3])[CH3:2], predict the reactants needed to synthesize it. The reactants are: [C:1]([O:5][C:6]([N:8]1[CH2:11][C:10]2([CH2:14][CH:13]([NH:15][C:16]3[C:21](Br)=[CH:20][N:19]=[C:18]([Cl:23])[N:17]=3)[CH2:12]2)[CH2:9]1)=[O:7])([CH3:4])([CH3:3])[CH3:2].[CH3:24][N:25]1[CH:29]=[C:28](B2OC(C)(C)C(C)(C)O2)[CH:27]=[N:26]1.C(=O)([O-])[O-].[K+].[K+].